The task is: Regression. Given two drug SMILES strings and cell line genomic features, predict the synergy score measuring deviation from expected non-interaction effect.. This data is from NCI-60 drug combinations with 297,098 pairs across 59 cell lines. (1) Drug 1: C1=C(C(=O)NC(=O)N1)N(CCCl)CCCl. Drug 2: CC1CCC2CC(C(=CC=CC=CC(CC(C(=O)C(C(C(=CC(C(=O)CC(OC(=O)C3CCCCN3C(=O)C(=O)C1(O2)O)C(C)CC4CCC(C(C4)OC)O)C)C)O)OC)C)C)C)OC. Cell line: SF-539. Synergy scores: CSS=40.1, Synergy_ZIP=-8.38, Synergy_Bliss=-7.94, Synergy_Loewe=-4.37, Synergy_HSA=-4.37. (2) Drug 1: C1=CC(=CC=C1CCCC(=O)O)N(CCCl)CCCl. Drug 2: CCN(CC)CCNC(=O)C1=C(NC(=C1C)C=C2C3=C(C=CC(=C3)F)NC2=O)C. Cell line: UACC-257. Synergy scores: CSS=-4.78, Synergy_ZIP=-2.99, Synergy_Bliss=-8.31, Synergy_Loewe=-9.56, Synergy_HSA=-9.38. (3) Synergy scores: CSS=37.0, Synergy_ZIP=-4.74, Synergy_Bliss=-2.85, Synergy_Loewe=-3.46, Synergy_HSA=-2.68. Cell line: ACHN. Drug 2: CCCCC(=O)OCC(=O)C1(CC(C2=C(C1)C(=C3C(=C2O)C(=O)C4=C(C3=O)C=CC=C4OC)O)OC5CC(C(C(O5)C)O)NC(=O)C(F)(F)F)O. Drug 1: CC12CCC3C(C1CCC2=O)CC(=C)C4=CC(=O)C=CC34C. (4) Drug 1: CCC1=C2CN3C(=CC4=C(C3=O)COC(=O)C4(CC)O)C2=NC5=C1C=C(C=C5)O. Drug 2: C1C(C(OC1N2C=NC3=C2NC=NCC3O)CO)O. Cell line: HS 578T. Synergy scores: CSS=24.4, Synergy_ZIP=-8.09, Synergy_Bliss=2.84, Synergy_Loewe=-17.6, Synergy_HSA=3.70. (5) Cell line: SN12C. Drug 1: CC1=C2C(C(=O)C3(C(CC4C(C3C(C(C2(C)C)(CC1OC(=O)C(C(C5=CC=CC=C5)NC(=O)OC(C)(C)C)O)O)OC(=O)C6=CC=CC=C6)(CO4)OC(=O)C)OC)C)OC. Synergy scores: CSS=62.0, Synergy_ZIP=14.3, Synergy_Bliss=12.3, Synergy_Loewe=4.02, Synergy_HSA=12.9. Drug 2: CCC(=C(C1=CC=CC=C1)C2=CC=C(C=C2)OCCN(C)C)C3=CC=CC=C3.C(C(=O)O)C(CC(=O)O)(C(=O)O)O. (6) Drug 1: C1=CC(=CC=C1CCCC(=O)O)N(CCCl)CCCl. Drug 2: C1=NNC2=C1C(=O)NC=N2. Cell line: PC-3. Synergy scores: CSS=21.4, Synergy_ZIP=-6.47, Synergy_Bliss=-3.42, Synergy_Loewe=-9.95, Synergy_HSA=-3.24. (7) Drug 1: CN(C)N=NC1=C(NC=N1)C(=O)N. Drug 2: C1=CC=C(C(=C1)C(C2=CC=C(C=C2)Cl)C(Cl)Cl)Cl. Cell line: SNB-19. Synergy scores: CSS=0.172, Synergy_ZIP=0.638, Synergy_Bliss=-0.131, Synergy_Loewe=-1.74, Synergy_HSA=-1.92. (8) Drug 1: CC12CCC(CC1=CCC3C2CCC4(C3CC=C4C5=CN=CC=C5)C)O. Drug 2: CC=C1C(=O)NC(C(=O)OC2CC(=O)NC(C(=O)NC(CSSCCC=C2)C(=O)N1)C(C)C)C(C)C. Cell line: RXF 393. Synergy scores: CSS=59.9, Synergy_ZIP=-2.58, Synergy_Bliss=-3.14, Synergy_Loewe=-33.9, Synergy_HSA=-1.37. (9) Drug 1: C1=NC2=C(N1)C(=S)N=CN2. Drug 2: CN(C(=O)NC(C=O)C(C(C(CO)O)O)O)N=O. Cell line: RXF 393. Synergy scores: CSS=18.6, Synergy_ZIP=-6.55, Synergy_Bliss=2.03, Synergy_Loewe=-27.7, Synergy_HSA=-0.136. (10) Drug 1: CCN(CC)CCCC(C)NC1=C2C=C(C=CC2=NC3=C1C=CC(=C3)Cl)OC. Drug 2: C1CNP(=O)(OC1)N(CCCl)CCCl. Cell line: SK-MEL-5. Synergy scores: CSS=2.42, Synergy_ZIP=-2.08, Synergy_Bliss=1.66, Synergy_Loewe=-0.00907, Synergy_HSA=-0.00911.